The task is: Predict which catalyst facilitates the given reaction.. This data is from Catalyst prediction with 721,799 reactions and 888 catalyst types from USPTO. (1) Reactant: [Al+3].[Cl-].[Cl-].[Cl-].C(S)C.[Br:8][C:9]1[CH:10]=[C:11]([C:17]([C:19]2[C:24]3[CH:25]=[C:26]([CH2:28][CH3:29])[O:27][C:23]=3[CH:22]=[CH:21][C:20]=2[O:30]C)=[O:18])[CH:12]=[C:13]([Br:16])[C:14]=1[OH:15]. Product: [Br:16][C:13]1[CH:12]=[C:11]([C:17]([C:19]2[C:24]3[CH:25]=[C:26]([CH2:28][CH3:29])[O:27][C:23]=3[CH:22]=[CH:21][C:20]=2[OH:30])=[O:18])[CH:10]=[C:9]([Br:8])[C:14]=1[OH:15]. The catalyst class is: 2. (2) Reactant: [CH:1]12[CH2:13][CH2:12][CH:8]([CH:9]([OH:11])[CH2:10]1)[C:7]1[C:2]2=[CH:3][CH:4]=[CH:5][CH:6]=1.CCOC(C)=O. The catalyst class is: 2. Product: [CH:1]12[CH2:13][CH2:12][CH:8]([C:9](=[O:11])[CH2:10]1)[C:7]1[C:2]2=[CH:3][CH:4]=[CH:5][CH:6]=1. (3) Reactant: [CH:1]1[N:2]=[C:3]([CH2:10][C:11]([OH:13])=[O:12])[N:4]2[CH:9]=[CH:8][CH:7]=[CH:6][C:5]=12.[C:14]12(CS(O)(=O)=O)C(C)(C)C(CC1)CC2=O. Product: [CH3:14][O:12][C:11](=[O:13])[CH2:10][C:3]1[N:4]2[CH:9]=[CH:8][CH:7]=[CH:6][C:5]2=[CH:1][N:2]=1. The catalyst class is: 5. (4) Reactant: Br[C:2]1[CH:12]=[CH:11][CH:10]=[CH:9][C:3]=1[C:4]([O:6][CH2:7][CH3:8])=[O:5].[N:13]1[CH:18]=[CH:17][CH:16]=[C:15](B(O)O)[CH:14]=1.C([O-])([O-])=O.[K+].[K+]. Product: [N:13]1[CH:18]=[CH:17][CH:16]=[C:15]([C:2]2[CH:12]=[CH:11][CH:10]=[CH:9][C:3]=2[C:4]([O:6][CH2:7][CH3:8])=[O:5])[CH:14]=1. The catalyst class is: 109. (5) Reactant: [C:1]([O:5][C:6]([N:8]1[CH2:13][CH2:12][C@H:11]([C:14]2[NH:15][CH:16]=[C:17]([C:19]3[CH:24]=[CH:23][C:22]([F:25])=[C:21]([CH3:26])[CH:20]=3)[N:18]=2)[C@H:10]([F:27])[CH2:9]1)=[O:7])([CH3:4])([CH3:3])[CH3:2].[H-].[Na+].Br[CH2:31][CH2:32][O:33]C1CCCCO1.O.C1(C)C=CC(S(O)(=O)=O)=CC=1. Product: [C:1]([O:5][C:6]([N:8]1[CH2:13][CH2:12][C@H:11]([C:14]2[N:15]([CH2:31][CH2:32][OH:33])[CH:16]=[C:17]([C:19]3[CH:24]=[CH:23][C:22]([F:25])=[C:21]([CH3:26])[CH:20]=3)[N:18]=2)[C@H:10]([F:27])[CH2:9]1)=[O:7])([CH3:4])([CH3:3])[CH3:2]. The catalyst class is: 656.